Dataset: HIV replication inhibition screening data with 41,000+ compounds from the AIDS Antiviral Screen. Task: Binary Classification. Given a drug SMILES string, predict its activity (active/inactive) in a high-throughput screening assay against a specified biological target. (1) The compound is Cc1cc2c(cc1Cl)SC(NNc1ccc([N+](=O)[O-])cc1)=NS2(=O)=O. The result is 0 (inactive). (2) The molecule is CC(C)CCCC(C)C1CCC2C3CCC4CC(CCC=C(c5cc(Cl)c(O)c(C(=O)OC(C)(C)C)c5)c5cc(Cl)c(O)c(C(=O)OC(C)(C)C)c5)CCC4(C)C3CCC12C. The result is 0 (inactive). (3) The result is 0 (inactive). The drug is O=C(CC1SC(Nc2ccccc2Cl)=NC1=O)Nc1ccc(Cl)cc1. (4) The result is 0 (inactive). The drug is O=C(O)c1nn(-c2ccccc2)nc1-c1nn(-c2ccccc2)nc1C(=O)O. (5) The compound is CCn1c(SCC(=O)NNC(=S)Nc2ccc(F)cc2)nc2ccccc2c1=O. The result is 0 (inactive). (6) The compound is Nc1c(N=Nc2ccc(-c3ccc(N=Nc4cc(S(=O)(=O)O)c5ccccc5c4O)cc3)cc2)cc(S(=O)(=O)O)c2ccccc12. The result is 1 (active).